This data is from NCI-60 drug combinations with 297,098 pairs across 59 cell lines. The task is: Regression. Given two drug SMILES strings and cell line genomic features, predict the synergy score measuring deviation from expected non-interaction effect. Drug 1: C1=CC(=CC=C1C#N)C(C2=CC=C(C=C2)C#N)N3C=NC=N3. Drug 2: C1CN(CCN1C(=O)CCBr)C(=O)CCBr. Cell line: BT-549. Synergy scores: CSS=15.9, Synergy_ZIP=-6.72, Synergy_Bliss=-5.65, Synergy_Loewe=0.0743, Synergy_HSA=-1.45.